From a dataset of Reaction yield outcomes from USPTO patents with 853,638 reactions. Predict the reaction yield, written as a fraction of the theoretical maximum amount of product (1.0 means a 100% yield; for example, 0.34 means a 34% yield). (1) The reactants are [N:1]([C:4]1[CH:14]=[CH:13][C:7]([C:8]([O:10][CH2:11][CH3:12])=[O:9])=[CH:6][CH:5]=1)=[C:2]=[O:3].[Cl:15][C:16]1[CH:22]=[CH:21][C:19]([NH2:20])=[CH:18][C:17]=1[C:23]([F:26])([F:25])[F:24]. The catalyst is C(Cl)Cl. The product is [Cl:15][C:16]1[CH:22]=[CH:21][C:19]([NH:20][C:2]([NH:1][C:4]2[CH:14]=[CH:13][C:7]([C:8]([O:10][CH2:11][CH3:12])=[O:9])=[CH:6][CH:5]=2)=[O:3])=[CH:18][C:17]=1[C:23]([F:24])([F:25])[F:26]. The yield is 0.970. (2) The reactants are [C:1]1([C:11]2([C:16]#N)[CH2:15][CH2:14][CH2:13][CH2:12]2)[C:10]2[C:5](=[CH:6][CH:7]=[CH:8][CH:9]=2)[CH:4]=[CH:3][CH:2]=1.[H-].C([Al+]CC(C)C)C(C)C.C(OCC)(=[O:30])C. The catalyst is ClCCl.CCCCCC. The product is [C:1]1([C:11]2([CH:16]=[O:30])[CH2:15][CH2:14][CH2:13][CH2:12]2)[C:10]2[C:5](=[CH:6][CH:7]=[CH:8][CH:9]=2)[CH:4]=[CH:3][CH:2]=1. The yield is 0.980. (3) The reactants are [Cl:1][C:2]1[CH:3]=[C:4]([CH:14]2[C:23]([CH3:25])([CH3:24])[CH2:22][C:21]3[C:16](=[CH:17][CH:18]=[C:19]([C:26](O)=[O:27])[CH:20]=3)[NH:15]2)[CH:5]=[C:6]([N:8]2[CH2:13][CH2:12][O:11][CH2:10][CH2:9]2)[CH:7]=1.Cl.CN(C)CCCN=C=NCC.[CH3:41][S:42]([NH2:45])(=[O:44])=[O:43]. The catalyst is CN(C)C1C=CN=CC=1.ClCCl. The product is [Cl:1][C:2]1[CH:3]=[C:4]([CH:14]2[C:23]([CH3:25])([CH3:24])[CH2:22][C:21]3[C:16](=[CH:17][CH:18]=[C:19]([C:26]([NH:45][S:42]([CH3:41])(=[O:44])=[O:43])=[O:27])[CH:20]=3)[NH:15]2)[CH:5]=[C:6]([N:8]2[CH2:9][CH2:10][O:11][CH2:12][CH2:13]2)[CH:7]=1. The yield is 0.300. (4) The reactants are [CH2:1]([O:8]N1C2C(=CC=CC=2)CC1)[C:2]1[CH:7]=[CH:6][CH:5]=[CH:4][CH:3]=1.Cl[C:19]1[C:20]2[CH:27]=[CH:26][NH:25][C:21]=2[N:22]=[CH:23][N:24]=1.CC[N:30]([CH2:33][CH3:34])[CH2:31][CH3:32]. The catalyst is C(O)C. The product is [CH2:1]([O:8][C:2]1[CH:3]=[CH:4][CH:32]=[C:31]2[C:1]=1[CH2:34][CH2:33][N:30]2[C:19]1[C:20]2[CH:27]=[CH:26][NH:25][C:21]=2[N:22]=[CH:23][N:24]=1)[C:2]1[CH:3]=[CH:4][CH:5]=[CH:6][CH:7]=1. The yield is 0.530. (5) The reactants are [CH2:1]([C:5]1[N:10]2[N:11]=[CH:12][N:13]=[C:9]2[NH:8][C:7](=[O:14])[C:6]=1[CH2:15][C:16]1[CH:21]=[CH:20][C:19]([C:22]2[C:23]([C:28]#[N:29])=[CH:24][CH:25]=[CH:26][CH:27]=2)=[CH:18][CH:17]=1)[CH2:2][CH2:3][CH3:4].[F:30][C:31]1[CH:32]=[C:33](B(O)O)[CH:34]=[CH:35][C:36]=1[O:37][CH:38]([CH3:40])[CH3:39].C(N(CC)CC)C.N1C=CC=CC=1. The catalyst is ClCCl.C(OCC)(=O)C.C([O-])(=O)C.[Cu+2].C([O-])(=O)C. The product is [CH2:1]([C:5]1[N:10]2[N:11]=[CH:12][N:13]=[C:9]2[N:8]([C:33]2[CH:34]=[CH:35][C:36]([O:37][CH:38]([CH3:39])[CH3:40])=[C:31]([F:30])[CH:32]=2)[C:7](=[O:14])[C:6]=1[CH2:15][C:16]1[CH:21]=[CH:20][C:19]([C:22]2[C:23]([C:28]#[N:29])=[CH:24][CH:25]=[CH:26][CH:27]=2)=[CH:18][CH:17]=1)[CH2:2][CH2:3][CH3:4]. The yield is 0.980. (6) The reactants are [CH2:1]1[CH2:3][CH:2]1[C:4]([NH:6][C:7]1[S:8][CH:9]=[C:10]([C:12]2[CH:26]=[CH:25][C:15]([CH2:16][NH:17]C(OC(C)(C)C)=O)=[CH:14][CH:13]=2)[N:11]=1)=[O:5].FC(F)(F)C(O)=O. The catalyst is C(Cl)Cl. The product is [CH2:1]1[CH2:3][CH:2]1[C:4]([NH:6][C:7]1[S:8][CH:9]=[C:10]([C:12]2[CH:13]=[CH:14][C:15]([CH2:16][NH2:17])=[CH:25][CH:26]=2)[N:11]=1)=[O:5]. The yield is 0.960. (7) The reactants are Br[C:2]1[C:3]2[C:4]3[CH:17]=[C:16]([CH3:18])[S:15][C:5]=3[C:6](=[O:14])[NH:7][C:8]=2[CH:9]=[CH:10][C:11]=1[O:12][CH3:13].[C:19]([O:23][C:24]([NH:26][CH2:27][C:28]1[CH:33]=[CH:32][C:31](B(O)O)=[CH:30][CH:29]=1)=[O:25])([CH3:22])([CH3:21])[CH3:20]. No catalyst specified. The product is [CH3:13][O:12][C:11]1[CH:10]=[CH:9][C:8]2[NH:7][C:6](=[O:14])[C:5]3[S:15][C:16]([CH3:18])=[CH:17][C:4]=3[C:3]=2[C:2]=1[C:31]1[CH:32]=[CH:33][C:28]([CH2:27][NH:26][C:24](=[O:25])[O:23][C:19]([CH3:20])([CH3:21])[CH3:22])=[CH:29][CH:30]=1. The yield is 0.550. (8) The product is [CH3:16][C:11]1[O:12][C:13]([CH3:15])=[CH:14][C:10]=1[CH2:9][NH:8][C:6]1[C:5]([F:17])=[CH:4][N:3]=[C:2]([NH:18][C:19]2[CH:24]=[CH:23][CH:22]=[C:21]([OH:25])[CH:20]=2)[N:7]=1. The yield is 0.510. The reactants are Cl[C:2]1[N:7]=[C:6]([NH:8][CH2:9][C:10]2[CH:14]=[C:13]([CH3:15])[O:12][C:11]=2[CH3:16])[C:5]([F:17])=[CH:4][N:3]=1.[NH2:18][C:19]1[CH:20]=[C:21]([OH:25])[CH:22]=[CH:23][CH:24]=1. No catalyst specified. (9) The reactants are C([O:3][C:4](=[O:40])[CH2:5][N:6]([S:28]([N:31]1[C:39]2[C:34](=[CH:35][CH:36]=[CH:37][CH:38]=2)[CH2:33][CH2:32]1)(=[O:30])=[O:29])[CH2:7][C:8]1[CH:13]=[CH:12][CH:11]=[C:10]([O:14][CH2:15][CH2:16][C:17]2[N:18]=[C:19]([C:23]3[S:24][CH:25]=[CH:26][CH:27]=3)[O:20][C:21]=2[CH3:22])[CH:9]=1)C.O.[OH-].[Li+]. No catalyst specified. The product is [N:31]1([S:28]([N:6]([CH2:5][C:4]([OH:40])=[O:3])[CH2:7][C:8]2[CH:13]=[CH:12][CH:11]=[C:10]([O:14][CH2:15][CH2:16][C:17]3[N:18]=[C:19]([C:23]4[S:24][CH:25]=[CH:26][CH:27]=4)[O:20][C:21]=3[CH3:22])[CH:9]=2)(=[O:30])=[O:29])[C:39]2[C:34](=[CH:35][CH:36]=[CH:37][CH:38]=2)[CH2:33][CH2:32]1. The yield is 0.990.